This data is from Reaction yield outcomes from USPTO patents with 853,638 reactions. The task is: Predict the reaction yield, written as a fraction of the theoretical maximum amount of product (1.0 means a 100% yield; for example, 0.34 means a 34% yield). (1) The reactants are Br[C:2]1[C:3]([Cl:20])=[C:4]2[CH:10]=[CH:9][N:8]([S:11]([C:14]3[CH:19]=[CH:18][CH:17]=[CH:16][CH:15]=3)(=[O:13])=[O:12])[C:5]2=[N:6][CH:7]=1.[CH3:21][O:22][C:23]1[CH:24]=[C:25](B(O)O)[CH:26]=[CH:27][CH:28]=1.C([O-])([O-])=O.[K+].[K+]. The catalyst is C1C=CC([P]([Pd]([P](C2C=CC=CC=2)(C2C=CC=CC=2)C2C=CC=CC=2)([P](C2C=CC=CC=2)(C2C=CC=CC=2)C2C=CC=CC=2)[P](C2C=CC=CC=2)(C2C=CC=CC=2)C2C=CC=CC=2)(C2C=CC=CC=2)C2C=CC=CC=2)=CC=1. The product is [Cl:20][C:3]1[C:2]([C:27]2[CH:26]=[CH:25][CH:24]=[C:23]([O:22][CH3:21])[CH:28]=2)=[CH:7][N:6]=[C:5]2[N:8]([S:11]([C:14]3[CH:19]=[CH:18][CH:17]=[CH:16][CH:15]=3)(=[O:13])=[O:12])[CH:9]=[CH:10][C:4]=12. The yield is 0.758. (2) The reactants are [CH2:1](Br)[C:2]1[CH:7]=[CH:6][CH:5]=[CH:4][CH:3]=1.[Cl:9][C:10]1[C:11]([OH:20])=[CH:12][C:13]([OH:19])=[C:14]([C:16](=[O:18])[CH3:17])[CH:15]=1.C(=O)([O-])[O-].[K+].[K+]. The catalyst is C(#N)C. The product is [CH2:1]([O:19][C:13]1[CH:12]=[C:11]([O:20][CH2:1][C:2]2[CH:7]=[CH:6][CH:5]=[CH:4][CH:3]=2)[C:10]([Cl:9])=[CH:15][C:14]=1[C:16](=[O:18])[CH3:17])[C:2]1[CH:7]=[CH:6][CH:5]=[CH:4][CH:3]=1. The yield is 0.900. (3) The reactants are [N+:1]([C:4]1[CH:12]=[C:11]2[C:7]([CH:8]=[CH:9][NH:10]2)=[CH:6][CH:5]=1)([O-:3])=[O:2].ClS([N:17]=[C:18]=O)(=O)=O.C([O-])(O)=O.[Na+]. The yield is 0.820. The product is [N+:1]([C:4]1[CH:12]=[C:11]2[C:7]([C:8]([C:18]#[N:17])=[CH:9][NH:10]2)=[CH:6][CH:5]=1)([O-:3])=[O:2]. The catalyst is CN(C=O)C.CC#N. (4) The reactants are [N:1]([O-])=O.[Na+].[NH2:5][C:6]1[C:7]([NH:17][C@H:18]2[C@@H:22]3[O:23][C:24]([CH3:27])([CH3:26])[O:25][C@@H:21]3[C@@H:20]([O:28][CH2:29][CH2:30][OH:31])[CH2:19]2)=[N:8][C:9]([S:13][CH2:14][CH2:15][CH3:16])=[N:10][C:11]=1[Cl:12].C(O)(=O)C.C(=O)([O-])[O-].[K+].[K+]. The catalyst is O.C1(C)C=CC=CC=1.C(OCC)(=O)C. The product is [Cl:12][C:11]1[C:6]2[N:5]=[N:1][N:17]([C@H:18]3[C@@H:22]4[O:23][C:24]([CH3:26])([CH3:27])[O:25][C@@H:21]4[C@@H:20]([O:28][CH2:29][CH2:30][OH:31])[CH2:19]3)[C:7]=2[N:8]=[C:9]([S:13][CH2:14][CH2:15][CH3:16])[N:10]=1. The yield is 0.450. (5) The reactants are C(O[C:9]([N:11]1[CH2:16][CH2:15][N:14]([C:17](=[O:24])[C@H:18]([OH:23])[CH2:19][C:20](=[O:22])[CH3:21])[CH2:13][CH2:12]1)=O)C1C=CC=CC=1.ClC1[C:35]2[C:30](=[CH:31][C:32]([CH3:36])=[CH:33][CH:34]=2)[N:29]=[C:28]([C:37]2[CH:42]=[CH:41][CH:40]=[CH:39][C:38]=2[OH:43])[N:27]=1.C(N(CC)CC)C. The catalyst is [Pd].CO. The product is [OH:23][C@H:18]([CH2:19][C:20](=[O:22])[CH3:21])[C:17]([N:14]1[CH2:13][CH2:12][N:11]([C:9]2[C:35]3[C:30](=[CH:31][C:32]([CH3:36])=[CH:33][CH:34]=3)[N:29]=[C:28]([C:37]3[CH:42]=[CH:41][CH:40]=[CH:39][C:38]=3[OH:43])[N:27]=2)[CH2:16][CH2:15]1)=[O:24]. The yield is 0.540.